This data is from Reaction yield outcomes from USPTO patents with 853,638 reactions. The task is: Predict the reaction yield, written as a fraction of the theoretical maximum amount of product (1.0 means a 100% yield; for example, 0.34 means a 34% yield). (1) The reactants are [Br:1][C:2]1[CH:3]=[CH:4][C:5]2[N:9]=[C:8](C(Cl)(Cl)Cl)[N:7]([C:14]3[CH:19]=[CH:18][N:17]=[C:16]([NH2:20])[N:15]=3)[C:6]=2[CH:21]=1.[F:22][C:23]([F:27])([F:26])[CH2:24][OH:25].C(=O)([O-])[O-].[Cs+].[Cs+]. The catalyst is CN(C)C=O. The product is [Br:1][C:2]1[CH:3]=[CH:4][C:5]2[N:9]=[C:8]([O:25][CH2:24][C:23]([F:27])([F:26])[F:22])[N:7]([C:14]3[CH:19]=[CH:18][N:17]=[C:16]([NH2:20])[N:15]=3)[C:6]=2[CH:21]=1. The yield is 0.460. (2) The reactants are Cl[C:2]1[C:7]([CH2:8][CH2:9][CH2:10][NH:11][C@@H:12]2[C@H:16]([CH2:17][CH3:18])[CH2:15][C@H:14]([NH:19][S:20]([CH:23]3[CH2:25][CH2:24]3)(=[O:22])=[O:21])[CH2:13]2)=[CH:6][N:5]=[C:4]2[N:26]([S:29]([C:32]3[CH:38]=[CH:37][C:35]([CH3:36])=[CH:34][CH:33]=3)(=[O:31])=[O:30])[CH:27]=[CH:28][C:3]=12.CCN(C(C)C)C(C)C.[I-].[K+]. The catalyst is C(O)CC. The product is [CH2:17]([C@H:16]1[C@@H:12]([N:11]2[C:2]3[C:7](=[CH:6][N:5]=[C:4]4[N:26]([S:29]([C:32]5[CH:38]=[CH:37][C:35]([CH3:36])=[CH:34][CH:33]=5)(=[O:31])=[O:30])[CH:27]=[CH:28][C:3]4=3)[CH2:8][CH2:9][CH2:10]2)[CH2:13][C@@H:14]([NH:19][S:20]([CH:23]2[CH2:25][CH2:24]2)(=[O:22])=[O:21])[CH2:15]1)[CH3:18]. The yield is 0.270. (3) The reactants are [C:9](O[C:9]([O:11][C:12]([CH3:15])([CH3:14])[CH3:13])=[O:10])([O:11][C:12]([CH3:15])([CH3:14])[CH3:13])=[O:10].[NH2:16][C@H:17]([C:21]1[CH:26]=[CH:25][C:24]([Cl:27])=[CH:23][CH:22]=1)[CH2:18][CH2:19][OH:20]. The catalyst is C(Cl)Cl. The product is [Cl:27][C:24]1[CH:23]=[CH:22][C:21]([C@@H:17]([NH:16][C:9](=[O:10])[O:11][C:12]([CH3:13])([CH3:14])[CH3:15])[CH2:18][CH2:19][OH:20])=[CH:26][CH:25]=1. The yield is 0.920. (4) The reactants are [C:1]([O:7][CH3:8])(=[O:6])[CH2:2][C:3]([CH3:5])=[O:4].[H-].[Na+].F[C:12]1[C:17]([Cl:18])=[CH:16][CH:15]=[CH:14][C:13]=1[N+:19]([O-:21])=[O:20].Cl. The catalyst is CN(C=O)C.O. The product is [Cl:18][C:17]1[CH:16]=[CH:15][CH:14]=[C:13]([N+:19]([O-:21])=[O:20])[C:12]=1/[C:2](=[C:3](\[OH:4])/[CH3:5])/[C:1]([O:7][CH3:8])=[O:6]. The yield is 0.510. (5) The reactants are [CH3:1][O:2][C:3](=[O:12])[CH2:4][C:5]1[CH:10]=[CH:9][C:8]([OH:11])=[CH:7][CH:6]=1.C(=O)([O-])[O-].[K+].[K+].[CH2:19](Br)[C:20]1[CH:25]=[CH:24][CH:23]=[CH:22][CH:21]=1. The catalyst is CC(C)=O. The product is [CH3:1][O:2][C:3](=[O:12])[CH2:4][C:5]1[CH:10]=[CH:9][C:8]([O:11][CH2:19][C:20]2[CH:25]=[CH:24][CH:23]=[CH:22][CH:21]=2)=[CH:7][CH:6]=1. The yield is 0.921. (6) The reactants are [N+](=[C:3](P(=O)(OC)OC)C(=O)C)=[N-].C(=O)([O-])[O-].[K+].[K+].[CH:19]([C@@H:21]1[O:26][CH2:25][CH2:24][N:23]([C:27]([O:29][C:30]([CH3:33])([CH3:32])[CH3:31])=[O:28])[CH2:22]1)=O. The catalyst is C(#N)C.CO. The product is [C:19]([C@@H:21]1[O:26][CH2:25][CH2:24][N:23]([C:27]([O:29][C:30]([CH3:31])([CH3:32])[CH3:33])=[O:28])[CH2:22]1)#[CH:3]. The yield is 0.640. (7) The catalyst is C1(C)C=CC=CC=1.CCOC(C)=O.[Cl-].[Cl-].[Zn+2]. The product is [CH:29]1([CH2:28][CH2:27][CH2:26][C@@H:17]([C:15]2[O:14][N:13]=[C:2]([CH:3]3[CH2:8][CH2:7][N:6]([S:9]([CH3:12])(=[O:11])=[O:10])[CH2:5][CH2:4]3)[N:1]=2)[CH2:18][C:19]([O:21][C:22]([CH3:25])([CH3:24])[CH3:23])=[O:20])[CH2:34][CH2:33][CH2:32][CH2:31][CH2:30]1. The reactants are [NH2:1]/[C:2](=[N:13]\[O:14][C:15]([C@H:17]([CH2:26][CH2:27][CH2:28][CH:29]1[CH2:34][CH2:33][CH2:32][CH2:31][CH2:30]1)[CH2:18][C:19]([O:21][C:22]([CH3:25])([CH3:24])[CH3:23])=[O:20])=O)/[CH:3]1[CH2:8][CH2:7][N:6]([S:9]([CH3:12])(=[O:11])=[O:10])[CH2:5][CH2:4]1.N1C=CC=CC=1. The yield is 0.360. (8) The reactants are [Br:1][C:2]1[CH:23]=[C:22](/[CH:24]=[CH:25]/[CH:26]([C:31]2[CH:36]=[C:35]([Cl:37])[C:34]([Cl:38])=[C:33]([Cl:39])[CH:32]=2)[C:27]([F:30])([F:29])[F:28])[CH:21]=[CH:20][C:3]=1[C:4]([NH:6][CH:7]1[CH2:12][CH2:11][N:10](C(OC(C)(C)C)=O)[CH2:9][CH2:8]1)=[O:5]. The catalyst is Cl.O1CCOCC1. The product is [Br:1][C:2]1[CH:23]=[C:22](/[CH:24]=[CH:25]/[CH:26]([C:31]2[CH:32]=[C:33]([Cl:39])[C:34]([Cl:38])=[C:35]([Cl:37])[CH:36]=2)[C:27]([F:30])([F:28])[F:29])[CH:21]=[CH:20][C:3]=1[C:4]([NH:6][CH:7]1[CH2:12][CH2:11][NH:10][CH2:9][CH2:8]1)=[O:5]. The yield is 0.880. (9) The yield is 0.990. The reactants are [Cl:1][C:2]1[CH:3]=[CH:4][C:5]([N+:10]([O-:12])=[O:11])=[C:6]([CH:9]=1)[CH2:7]O.C(N(CC)CC)C.S(Cl)([Cl:22])=O. The catalyst is ClCCl. The product is [Cl:1][C:2]1[CH:3]=[CH:4][C:5]([N+:10]([O-:12])=[O:11])=[C:6]([CH2:7][Cl:22])[CH:9]=1.